From a dataset of Forward reaction prediction with 1.9M reactions from USPTO patents (1976-2016). Predict the product of the given reaction. (1) Given the reactants [CH:1]1([CH2:8][C:9]([OH:11])=O)[CH2:7][CH2:6][CH2:5][CH2:4][CH2:3][CH2:2]1.CN(C(ON1N=NC2C=CC=CC1=2)=[N+](C)C)C.[B-](F)(F)(F)F.CCN(C(C)C)C(C)C.[Cl-].[Cl-].[NH2+:45]1[CH2:50][CH2:49][CH:48]([C:51]2[O:55][N:54]=[C:53]([C:56]3[CH:65]=[CH:64][C:63]4[C:58](=[CH:59][CH:60]=[CH:61][CH:62]=4)[NH+:57]=3)[N:52]=2)[CH2:47][CH2:46]1, predict the reaction product. The product is: [CH:1]1([CH2:8][C:9]([N:45]2[CH2:50][CH2:49][CH:48]([C:51]3[O:55][N:54]=[C:53]([C:56]4[CH:65]=[CH:64][C:63]5[C:58](=[CH:59][CH:60]=[CH:61][CH:62]=5)[N:57]=4)[N:52]=3)[CH2:47][CH2:46]2)=[O:11])[CH2:2][CH2:3][CH2:4][CH2:5][CH2:6][CH2:7]1. (2) Given the reactants C[O:2][C:3]([C@H:5]1[CH2:8][C@@H:7]([N:9]2[C:13]3[N:14]=[CH:15][N:16]=[C:17]([Cl:18])[C:12]=3[C:11]([I:19])=[CH:10]2)[CH2:6]1)=O.C(=O)=O.CC(C)=O.CC(C[AlH]CC(C)C)C, predict the reaction product. The product is: [Cl:18][C:17]1[C:12]2[C:11]([I:19])=[CH:10][N:9]([C@@H:7]3[CH2:6][C@H:5]([CH2:3][OH:2])[CH2:8]3)[C:13]=2[N:14]=[CH:15][N:16]=1.